This data is from Forward reaction prediction with 1.9M reactions from USPTO patents (1976-2016). The task is: Predict the product of the given reaction. The product is: [Br:25][C:26]1[C:27]([CH3:38])=[C:28]([C:35]([N:9]2[CH:6]3[CH2:7][CH2:8][CH:2]2[CH2:3][CH:4]([C:10]2[CH:11]=[C:12]([CH:21]=[CH:22][C:23]=2[F:24])[CH2:13][NH:14][C:15](=[O:20])[C:16]([F:17])([F:18])[F:19])[CH2:5]3)=[O:36])[S:29][C:30]=1[O:31][CH2:32][CH2:33][CH3:34]. Given the reactants Cl.[CH:2]12[NH:9][CH:6]([CH2:7][CH2:8]1)[CH2:5][CH:4]([C:10]1[CH:11]=[C:12]([CH:21]=[CH:22][C:23]=1[F:24])[CH2:13][NH:14][C:15](=[O:20])[C:16]([F:19])([F:18])[F:17])[CH2:3]2.[Br:25][C:26]1[C:27]([CH3:38])=[C:28]([C:35](O)=[O:36])[S:29][C:30]=1[O:31][CH2:32][CH2:33][CH3:34].CCN=C=NCCCN(C)C.Cl.O, predict the reaction product.